From a dataset of Reaction yield outcomes from USPTO patents with 853,638 reactions. Predict the reaction yield, written as a fraction of the theoretical maximum amount of product (1.0 means a 100% yield; for example, 0.34 means a 34% yield). (1) The reactants are [CH3:1][C:2]1([CH2:21][C:22]([O:24][CH2:25][CH3:26])=[O:23])[CH2:11][CH2:10][C:9]2[C:4](=[CH:5][CH:6]=[C:7](OS(C(F)(F)F)(=O)=O)[CH:8]=2)[C:3]1=[O:20].C([O-])(=O)C.[K+].[CH3:32][C:33]1([CH3:49])[C:37]([CH3:39])([CH3:38])[O:36][B:35]([B:35]2[O:36][C:37]([CH3:39])([CH3:38])[C:33]([CH3:49])([CH3:32])[O:34]2)[O:34]1. The catalyst is O1CCOCC1.C1C=CC(P(C2C=CC=CC=2)[C-]2C=CC=C2)=CC=1.C1C=CC(P(C2C=CC=CC=2)[C-]2C=CC=C2)=CC=1.Cl[Pd]Cl.[Fe+2].C(Cl)Cl. The product is [CH3:1][C:2]1([CH2:21][C:22]([O:24][CH2:25][CH3:26])=[O:23])[CH2:11][CH2:10][C:9]2[C:4](=[CH:5][CH:6]=[C:7]([B:35]3[O:36][C:37]([CH3:39])([CH3:38])[C:33]([CH3:49])([CH3:32])[O:34]3)[CH:8]=2)[C:3]1=[O:20]. The yield is 0.890. (2) The reactants are C1C=C(Cl)C=C(C(OO)=[O:9])C=1.[F:12][C:13]1[CH:14]=[CH:15][C:16]2[N:17]([CH3:44])[C:18](=[O:43])[C:19]3[CH:29]=[C:28]([CH2:30][CH2:31][O:32][C:33]4[C:42]5[C:37](=[CH:38][CH:39]=[CH:40][CH:41]=5)[N:36]=[CH:35][CH:34]=4)[CH:27]=[N:26][C:20]=3[N:21]([CH2:24][CH3:25])[C:22]=2[N:23]=1. The catalyst is C(Cl)Cl. The yield is 0.510. The product is [CH2:24]([N:21]1[C:20]2[N:26]=[CH:27][C:28]([CH2:30][CH2:31][O:32][C:33]3[C:42]4[C:37](=[CH:38][CH:39]=[CH:40][CH:41]=4)[N+:36]([O-:9])=[CH:35][CH:34]=3)=[CH:29][C:19]=2[C:18](=[O:43])[N:17]([CH3:44])[C:16]2[CH:15]=[CH:14][C:13]([F:12])=[N:23][C:22]1=2)[CH3:25]. (3) The reactants are [NH:1](C(OCC1C=CC=CC=1)=O)[CH2:2][C:3]([NH:5][CH2:6][C:7]([NH:9][CH2:10][C:11]([NH:13][CH2:14][CH2:15][C:16]([O:18][C:19]([CH3:22])([CH3:21])[CH3:20])=[O:17])=[O:12])=[O:8])=[O:4].O. The catalyst is CO.[Pd]. The product is [NH2:1][CH2:2][C:3]([NH:5][CH2:6][C:7]([NH:9][CH2:10][C:11]([NH:13][CH2:14][CH2:15][C:16]([O:18][C:19]([CH3:22])([CH3:21])[CH3:20])=[O:17])=[O:12])=[O:8])=[O:4]. The yield is 0.960. (4) The reactants are [CH2:1]([C:8]1[N:9]=[N:10][C:11]([N:16]2[CH2:21][CH2:20][NH:19][CH2:18][CH2:17]2)=[C:12]([CH3:15])[C:13]=1[CH3:14])[C:2]1[CH:7]=[CH:6][CH:5]=[CH:4][CH:3]=1.[CH2:22]([N:29]=[C:30]=[O:31])[C:23]1[CH:28]=[CH:27][CH:26]=[CH:25][CH:24]=1. The catalyst is C(Cl)Cl. The product is [CH2:22]([NH:29][C:30]([N:19]1[CH2:18][CH2:17][N:16]([C:11]2[N:10]=[N:9][C:8]([CH2:1][C:2]3[CH:7]=[CH:6][CH:5]=[CH:4][CH:3]=3)=[C:13]([CH3:14])[C:12]=2[CH3:15])[CH2:21][CH2:20]1)=[O:31])[C:23]1[CH:28]=[CH:27][CH:26]=[CH:25][CH:24]=1. The yield is 0.600. (5) The reactants are Cl.[C:2]([C:6]1[CH:19]=[CH:18][CH:17]=[CH:16][C:7]=1[O:8][CH2:9][CH:10]1[CH2:15][CH2:14][NH:13][CH2:12][CH2:11]1)([CH3:5])([CH3:4])[CH3:3].C(N(CC)CC)C.[CH3:27][C:28]1([CH3:35])[CH2:32][C:31](=[O:33])[O:30][C:29]1=[O:34]. The catalyst is C1COCC1. The product is [C:2]([C:6]1[CH:19]=[CH:18][CH:17]=[CH:16][C:7]=1[O:8][CH2:9][CH:10]1[CH2:15][CH2:14][N:13]([C:31](=[O:33])[CH2:32][C:28]([CH3:35])([CH3:27])[C:29]([OH:34])=[O:30])[CH2:12][CH2:11]1)([CH3:5])([CH3:3])[CH3:4]. The yield is 0.720. (6) The reactants are [CH:1]([C:3](CC)=[O:4])=[CH2:2].[CH3:7][O:8][CH:9]=[CH:10][CH:11]=[CH2:12].Cl(O)(=O)(=O)=O.[CH2:18]([C@@H]1N[C@H](C2OC(C)=CC=2)N(C)C1=O)[C:19]1C=CC=CC=1. The catalyst is C(O)C. The product is [CH3:7][O:8][C@H:9]1[CH:19]=[CH:18][CH2:12][CH2:11][C@H:10]1[C:3](=[O:4])[CH2:1][CH3:2]. The yield is 0.880.